Predict the reaction yield, written as a fraction of the theoretical maximum amount of product (1.0 means a 100% yield; for example, 0.34 means a 34% yield). From a dataset of Reaction yield outcomes from USPTO patents with 853,638 reactions. (1) The reactants are [CH3:1][C:2]1[CH:3]=[C:4]([C:14](=O)[CH3:15])[N:5]=[N:6][C:7]=1[O:8][CH2:9][C:10]([F:13])([F:12])[F:11].[CH3:17][C:18]([S@:21]([NH2:23])=[O:22])([CH3:20])[CH3:19]. No catalyst specified. The product is [CH3:17][C:18]([S@:21]([NH:23][CH:14]([C:4]1[N:5]=[N:6][C:7]([O:8][CH2:9][C:10]([F:13])([F:12])[F:11])=[C:2]([CH3:1])[CH:3]=1)[CH3:15])=[O:22])([CH3:20])[CH3:19]. The yield is 0.560. (2) The reactants are CC1(C)CCCC(C)(C)N1.C([Li])CCC.[CH3:16][O:17][C:18]1[N:19]=[N:20][C:21]([C:24]2[CH:29]=[CH:28][N:27]=[CH:26][CH:25]=2)=[CH:22][CH:23]=1.[CH:30](=[O:32])[CH3:31]. The catalyst is C1COCC1. The product is [CH3:16][O:17][C:18]1[N:19]=[N:20][C:21]([C:24]2[CH:29]=[CH:28][N:27]=[CH:26][CH:25]=2)=[CH:22][C:23]=1[CH:30]([OH:32])[CH3:31]. The yield is 0.660.